Dataset: Reaction yield outcomes from USPTO patents with 853,638 reactions. Task: Predict the reaction yield, written as a fraction of the theoretical maximum amount of product (1.0 means a 100% yield; for example, 0.34 means a 34% yield). (1) The reactants are C([O:3][C:4](=[O:45])[CH2:5][CH2:6][N:7]1[CH2:13][CH2:12][CH2:11][N:10]([C:14](=[O:44])[C:15]2[CH:20]=[CH:19][CH:18]=[C:17]([C@@H:21]([N:29]3[CH2:34][C@@H:33]([CH3:35])[N:32]([CH2:36][C:37]4[CH:42]=[CH:41][CH:40]=[CH:39][CH:38]=4)[CH2:31][C@@H:30]3[CH3:43])[C:22]3[CH:27]=[CH:26][CH:25]=[C:24]([OH:28])[CH:23]=3)[CH:16]=2)[CH2:9][CH2:8]1)C.[OH-].[Na+].Cl. The catalyst is C1COCC1. The product is [CH2:36]([N:32]1[C@H:33]([CH3:35])[CH2:34][N:29]([C@@H:21]([C:22]2[CH:27]=[CH:26][CH:25]=[C:24]([OH:28])[CH:23]=2)[C:17]2[CH:16]=[C:15]([CH:20]=[CH:19][CH:18]=2)[C:14]([N:10]2[CH2:11][CH2:12][CH2:13][N:7]([CH2:6][CH2:5][C:4]([OH:45])=[O:3])[CH2:8][CH2:9]2)=[O:44])[C@@H:30]([CH3:43])[CH2:31]1)[C:37]1[CH:38]=[CH:39][CH:40]=[CH:41][CH:42]=1. The yield is 0.650. (2) The reactants are [NH2:1][C:2]1[CH:7]=[CH:6][C:5]([OH:8])=[C:4]([F:9])[C:3]=1[F:10].CC(C)([O-])C.[K+].[Cl:17][C:18]1[CH:23]=[C:22](Cl)[CH:21]=[CH:20][N:19]=1. No catalyst specified. The product is [Cl:17][C:18]1[CH:23]=[C:22]([O:8][C:5]2[CH:6]=[CH:7][C:2]([NH2:1])=[C:3]([F:10])[C:4]=2[F:9])[CH:21]=[CH:20][N:19]=1. The yield is 0.660. (3) The reactants are [Br:1][C:2]1[CH:7]=[CH:6][C:5]([C:8]2[C:12]3[CH:13]=[CH:14][C:15]([O:17][CH2:18][CH2:19][CH2:20][CH2:21][N:22]([CH2:26][CH3:27])[CH2:23][CH2:24][OH:25])=[CH:16][C:11]=3[S:10][N:9]=2)=[CH:4][CH:3]=1.N1C=CN=C1.[C:33]([Si:37]([CH3:40])([CH3:39])Cl)([CH3:36])([CH3:35])[CH3:34].C([O-])(O)=O.[Na+]. The catalyst is CN(C=O)C. The product is [Br:1][C:2]1[CH:3]=[CH:4][C:5]([C:8]2[C:12]3[CH:13]=[CH:14][C:15]([O:17][CH2:18][CH2:19][CH2:20][CH2:21][N:22]([CH2:23][CH2:24][O:25][Si:37]([C:33]([CH3:36])([CH3:35])[CH3:34])([CH3:40])[CH3:39])[CH2:26][CH3:27])=[CH:16][C:11]=3[S:10][N:9]=2)=[CH:6][CH:7]=1. The yield is 0.740. (4) The reactants are [C:1]([O:5][C:6]([N:8]([C:16]1[C:21]([O:22][CH2:23][CH:24]2[CH2:26][CH2:25]2)=[N:20][C:19](Br)=[CH:18][N:17]=1)[C:9]([O:11][C:12]([CH3:15])([CH3:14])[CH3:13])=[O:10])=[O:7])([CH3:4])([CH3:3])[CH3:2].C(Cl)Cl.C(N(CC)CC)C.[C]=O. The catalyst is CO.Cl[Pd]Cl.C1C=CC(P(C2C=CC=CC=2)[C-]2C=CC=C2)=CC=1.C1C=CC(P(C2C=CC=CC=2)[C-]2C=CC=C2)=CC=1.[Fe+2]. The product is [C:1]([O:5][C:6]([N:8]([C:9]([O:11][C:12]([CH3:15])([CH3:14])[CH3:13])=[O:10])[C:16]1[N:17]=[CH:18][C:19]([C:6]([O:5][CH3:1])=[O:7])=[N:20][C:21]=1[O:22][CH2:23][CH:24]1[CH2:26][CH2:25]1)=[O:7])([CH3:4])([CH3:3])[CH3:2]. The yield is 0.737. (5) The reactants are [Br:1][C:2]1[N:6]=[CH:5][NH:4][N:3]=1.C(=O)([O-])[O-].[Cs+].[Cs+].I[C:14]1[CH:19]=[CH:18][C:17]([O:20][C:21]([F:24])([F:23])[F:22])=[CH:16][CH:15]=1. The catalyst is CS(C)=O.[Cu]I. The product is [Br:1][C:2]1[N:6]=[CH:5][N:4]([C:14]2[CH:15]=[CH:16][C:17]([O:20][C:21]([F:22])([F:23])[F:24])=[CH:18][CH:19]=2)[N:3]=1. The yield is 0.540.